This data is from Merck oncology drug combination screen with 23,052 pairs across 39 cell lines. The task is: Regression. Given two drug SMILES strings and cell line genomic features, predict the synergy score measuring deviation from expected non-interaction effect. (1) Drug 1: C=CCn1c(=O)c2cnc(Nc3ccc(N4CCN(C)CC4)cc3)nc2n1-c1cccc(C(C)(C)O)n1. Drug 2: CCC1(O)C(=O)OCc2c1cc1n(c2=O)Cc2cc3c(CN(C)C)c(O)ccc3nc2-1. Cell line: EFM192B. Synergy scores: synergy=-5.55. (2) Drug 1: C=CCn1c(=O)c2cnc(Nc3ccc(N4CCN(C)CC4)cc3)nc2n1-c1cccc(C(C)(C)O)n1. Drug 2: O=C(NOCC(O)CO)c1ccc(F)c(F)c1Nc1ccc(I)cc1F. Cell line: NCIH2122. Synergy scores: synergy=2.45. (3) Cell line: NCIH23. Drug 2: Cn1cc(-c2cnn3c(N)c(Br)c(C4CCCNC4)nc23)cn1. Drug 1: COC1CC2CCC(C)C(O)(O2)C(=O)C(=O)N2CCCCC2C(=O)OC(C(C)CC2CCC(OP(C)(C)=O)C(OC)C2)CC(=O)C(C)C=C(C)C(O)C(OC)C(=O)C(C)CC(C)C=CC=CC=C1C. Synergy scores: synergy=28.4. (4) Drug 1: CN1C(=O)C=CC2(C)C3CCC4(C)C(NC(=O)OCC(F)(F)F)CCC4C3CCC12. Drug 2: CC(=O)OC1C(=O)C2(C)C(O)CC3OCC3(OC(C)=O)C2C(OC(=O)c2ccccc2)C2(O)CC(OC(=O)C(O)C(NC(=O)c3ccccc3)c3ccccc3)C(C)=C1C2(C)C. Cell line: OV90. Synergy scores: synergy=1.82.